From a dataset of Full USPTO retrosynthesis dataset with 1.9M reactions from patents (1976-2016). Predict the reactants needed to synthesize the given product. (1) Given the product [O:19]1[CH2:24][CH2:23][CH2:22][CH2:21][CH:20]1[O:1][C@H:2]1[CH2:10][C:9]2[C:4](=[CH:5][CH:6]=[CH:7][CH:8]=2)[C@H:3]1[NH:11][C:12](=[O:18])[O:13][C:14]([CH3:15])([CH3:17])[CH3:16], predict the reactants needed to synthesize it. The reactants are: [OH:1][C@H:2]1[CH2:10][C:9]2[C:4](=[CH:5][CH:6]=[CH:7][CH:8]=2)[C@H:3]1[NH:11][C:12](=[O:18])[O:13][C:14]([CH3:17])([CH3:16])[CH3:15].[O:19]1[CH:24]=[CH:23][CH2:22][CH2:21][CH2:20]1. (2) Given the product [O:41]=[S:40]1(=[O:42])[CH2:39][CH2:38][CH2:37][N:44]1[C:45]1[N:50]=[CH:49][C:48]([C:51]([N:53]2[CH2:54][CH2:55][N:56]([C:59]3[CH:64]=[C:63]([CH3:65])[C:62]([CH3:66])=[CH:61][C:60]=3[CH3:67])[CH2:57][CH2:58]2)=[O:52])=[C:47]([CH3:68])[CH:46]=1, predict the reactants needed to synthesize it. The reactants are: FC1N=CC(C(N2CCN(C3C=C(C)C(C)=CC=3C)CC2)=O)=C(C)C=1.COC1C=CC(CN)=CC=1.Cl[CH2:37][CH2:38][CH2:39][S:40](Cl)(=[O:42])=[O:41].[NH2:44][C:45]1[N:50]=[CH:49][C:48]([C:51]([N:53]2[CH2:58][CH2:57][N:56]([C:59]3[CH:64]=[C:63]([CH3:65])[C:62]([CH3:66])=[CH:61][C:60]=3[CH3:67])[CH2:55][CH2:54]2)=[O:52])=[C:47]([CH3:68])[CH:46]=1. (3) Given the product [Cl:1][C:2]1[N:3]=[C:4]2[CH:12]=[C:11]([Cl:13])[CH:10]=[N:9][C:5]2=[N:6][C:7]=1[N:17]1[CH2:18][CH2:19][CH2:20][N:14]([C:21]([O:23][C:24]([CH3:27])([CH3:26])[CH3:25])=[O:22])[CH2:15][CH2:16]1, predict the reactants needed to synthesize it. The reactants are: [Cl:1][C:2]1[N:3]=[C:4]2[CH:12]=[C:11]([Cl:13])[CH:10]=[N:9][C:5]2=[N:6][C:7]=1Cl.[N:14]1([C:21]([O:23][C:24]([CH3:27])([CH3:26])[CH3:25])=[O:22])[CH2:20][CH2:19][CH2:18][NH:17][CH2:16][CH2:15]1. (4) Given the product [CH2:1]([O:3][C:4](=[O:16])[CH2:5][N:6]1[C:14]2[C:9](=[CH:10][CH:11]=[C:12]([O:15][CH2:30][CH2:29][CH2:28][C:27]#[C:26][C:23]3[CH:24]=[CH:25][C:20]([O:19][C:18]([F:17])([F:32])[F:33])=[CH:21][CH:22]=3)[CH:13]=2)[CH:8]=[CH:7]1)[CH3:2], predict the reactants needed to synthesize it. The reactants are: [CH2:1]([O:3][C:4](=[O:16])[CH2:5][N:6]1[C:14]2[C:9](=[CH:10][CH:11]=[C:12]([OH:15])[CH:13]=2)[CH:8]=[CH:7]1)[CH3:2].[F:17][C:18]([F:33])([F:32])[O:19][C:20]1[CH:25]=[CH:24][C:23]([C:26]#[C:27][CH2:28][CH2:29][CH2:30]O)=[CH:22][CH:21]=1.C(P(CCCC)CCCC)CCC.CN(C)C(N=NC(N(C)C)=O)=O. (5) Given the product [NH2:22][C:5]1[CH:4]=[CH:3][C:2]([CH3:1])=[CH:7][C:6]=1[S:8]([NH:11][C:12]1[CH:13]=[CH:14][CH:15]=[C:16]2[C:21]=1[N:20]=[CH:19][CH:18]=[CH:17]2)(=[O:10])=[O:9], predict the reactants needed to synthesize it. The reactants are: [CH3:1][C:2]1[CH:3]=[CH:4][C:5]([N+:22]([O-])=O)=[C:6]([S:8]([NH:11][C:12]2[CH:13]=[CH:14][CH:15]=[C:16]3[C:21]=2[N:20]=[CH:19][CH:18]=[CH:17]3)(=[O:10])=[O:9])[CH:7]=1.Cl[Sn]Cl.